The task is: Predict the reactants needed to synthesize the given product.. This data is from Full USPTO retrosynthesis dataset with 1.9M reactions from patents (1976-2016). (1) Given the product [C:33]([C:2]1[CH:3]=[CH:4][C:5]([F:31])=[C:6]([C@:8]23[CH2:9][O:10][C@@H:11]([CH:16]4[CH2:18][CH2:17]4)[CH2:12][C@H:13]2[CH2:14][S:21][C:20]([NH:22][C:23](=[O:30])[C:24]2[CH:29]=[CH:28][CH:27]=[CH:26][CH:25]=2)=[N:19]3)[CH:7]=1)#[N:32], predict the reactants needed to synthesize it. The reactants are: Br[C:2]1[CH:3]=[CH:4][C:5]([F:31])=[C:6]([C@@:8]2([NH:19][C:20]([NH:22][C:23](=[O:30])[C:24]3[CH:29]=[CH:28][CH:27]=[CH:26][CH:25]=3)=[S:21])[C@H:13]([CH2:14]O)[CH2:12][C@H:11]([CH:16]3[CH2:18][CH2:17]3)[O:10][CH2:9]2)[CH:7]=1.[N:32]1C=CC=C[CH:33]=1.FC(F)(F)S(OS(C(F)(F)F)(=O)=O)(=O)=O. (2) Given the product [NH2:40][C:36]1[N:37]=[CH:38][N:39]=[C:34]([C:10]2[N:9]([CH2:24][O:25][CH2:26][CH2:27][Si:28]([CH3:30])([CH3:29])[CH3:31])[C:8]([C:6]3[CH:7]=[C:2]([Cl:1])[CH:3]=[CH:4][C:5]=3[CH3:32])=[C:12]([C:13]#[N:14])[CH:11]=2)[CH:35]=1, predict the reactants needed to synthesize it. The reactants are: [Cl:1][C:2]1[CH:3]=[CH:4][C:5]([CH3:32])=[C:6]([C:8]2[N:9]([CH2:24][O:25][CH2:26][CH2:27][Si:28]([CH3:31])([CH3:30])[CH3:29])[C:10](B3OC(C)(C)C(C)(C)O3)=[CH:11][C:12]=2[C:13]#[N:14])[CH:7]=1.I[C:34]1[N:39]=[CH:38][N:37]=[C:36]([NH2:40])[CH:35]=1.C([O-])([O-])=O.[Na+].[Na+]. (3) Given the product [ClH:36].[F:1][C:2]([F:34])([F:35])[C:3]1[CH:4]=[CH:5][C:6]([O:7][CH:8]([C:26]2[CH:27]=[CH:28][CH:29]=[CH:30][CH:31]=2)[CH2:9][CH2:10][N:11]([CH3:25])[C:12](=[O:13])[CH2:14][CH2:15][CH2:16][NH2:17])=[CH:32][CH:33]=1, predict the reactants needed to synthesize it. The reactants are: [F:1][C:2]([F:35])([F:34])[C:3]1[CH:33]=[CH:32][C:6]([O:7][CH:8]([C:26]2[CH:31]=[CH:30][CH:29]=[CH:28][CH:27]=2)[CH2:9][CH2:10][N:11]([CH3:25])[C:12]([CH2:14][CH2:15][CH2:16][NH:17]C(=O)OC(C)(C)C)=[O:13])=[CH:5][CH:4]=1.[ClH:36]. (4) Given the product [CH2:17]([O:19][C:20]([C@:22]1([NH:35][C:36]([O:38][C:39]([CH3:41])([CH3:40])[CH3:42])=[O:37])[C@H:27]([NH:28][CH2:11][C:10]2[CH:13]=[CH:14][C:15]([Cl:16])=[C:8]([Cl:7])[CH:9]=2)[CH2:26][C@@H:25]2[C@H:23]1[C@@:24]2([F:34])[C:29]([O:31][CH2:32][CH3:33])=[O:30])=[O:21])[CH3:18], predict the reactants needed to synthesize it. The reactants are: N1C=CC=CC=1.[Cl:7][C:8]1[CH:9]=[C:10]([CH:13]=[CH:14][C:15]=1[Cl:16])[CH2:11]Br.[CH2:17]([O:19][C:20]([C@:22]1([NH:35][C:36]([O:38][C:39]([CH3:42])([CH3:41])[CH3:40])=[O:37])[C@H:27]([NH2:28])[CH2:26][C@@H:25]2[C@H:23]1[C@@:24]2([F:34])[C:29]([O:31][CH2:32][CH3:33])=[O:30])=[O:21])[CH3:18].[Cl-].[Na+]. (5) Given the product [N+:23]([C:18]1[CH:19]=[CH:20][CH:21]=[CH:22][C:17]=1[NH:1][C@H:2]1[CH2:7][CH2:6][C@H:5]([NH:8][C:9](=[O:15])[O:10][C:11]([CH3:12])([CH3:14])[CH3:13])[CH2:4][CH2:3]1)([O-:25])=[O:24], predict the reactants needed to synthesize it. The reactants are: [NH2:1][C@H:2]1[CH2:7][CH2:6][C@H:5]([NH:8][C:9](=[O:15])[O:10][C:11]([CH3:14])([CH3:13])[CH3:12])[CH2:4][CH2:3]1.Cl[C:17]1[CH:22]=[CH:21][CH:20]=[CH:19][C:18]=1[N+:23]([O-:25])=[O:24].C([O-])([O-])=O.[K+].[K+]. (6) Given the product [C:18]([C:15]1[CH:16]=[CH:17][C:12]([N:8]2[CH2:7][C:6]3[C:10](=[C:2]([CH:23]=[CH:22][C:24]4[CH:29]=[CH:28][N:27]=[CH:26][CH:25]=4)[CH:3]=[CH:4][CH:5]=3)[C:9]2=[O:11])=[CH:13][CH:14]=1)([CH3:21])([CH3:20])[CH3:19], predict the reactants needed to synthesize it. The reactants are: Br[C:2]1[CH:3]=[CH:4][CH:5]=[C:6]2[C:10]=1[C:9](=[O:11])[N:8]([C:12]1[CH:17]=[CH:16][C:15]([C:18]([CH3:21])([CH3:20])[CH3:19])=[CH:14][CH:13]=1)[CH2:7]2.[CH:22]([C:24]1[CH:29]=[CH:28][N:27]=[CH:26][CH:25]=1)=[CH2:23].C1(C)C=CC=CC=1P(C1C=CC=CC=1C)C1C=CC=CC=1C.CCN(CC)CC.